Dataset: Catalyst prediction with 721,799 reactions and 888 catalyst types from USPTO. Task: Predict which catalyst facilitates the given reaction. (1) Reactant: [Cl-].O[NH3+:3].[C:4](=[O:7])([O-])[OH:5].[Na+].CS(C)=O.[Si]([O:20][C:21]1([CH2:24][O:25][C@H:26]2[CH2:31][CH2:30][C@H:29]([N:32]3[C:37](=[O:38])[C:36]([CH2:39][C:40]4[CH:45]=[CH:44][C:43]([C:46]5[C:47]([C:52]#[N:53])=[CH:48][CH:49]=[CH:50][CH:51]=5)=[CH:42][CH:41]=4)=[C:35]([CH2:54][CH2:55][CH3:56])[N:34]4[N:57]=[CH:58][N:59]=[C:33]34)[CH2:28][CH2:27]2)[CH2:23][CH2:22]1)(C(C)(C)C)(C)C. Product: [OH:20][C:21]1([CH2:24][O:25][C@H:26]2[CH2:27][CH2:28][C@H:29]([N:32]3[C:37](=[O:38])[C:36]([CH2:39][C:40]4[CH:41]=[CH:42][C:43]([C:46]5[CH:51]=[CH:50][CH:49]=[CH:48][C:47]=5[C:52]5[NH:53][C:4](=[O:7])[O:5][N:3]=5)=[CH:44][CH:45]=4)=[C:35]([CH2:54][CH2:55][CH3:56])[N:34]4[N:57]=[CH:58][N:59]=[C:33]34)[CH2:30][CH2:31]2)[CH2:22][CH2:23]1. The catalyst class is: 69. (2) Reactant: [C:1]([O:5][C:6](=[O:40])[N:7]([C@H:9]([C:11](=[O:39])[NH:12][C@@H:13]1[C:19](=[O:20])[N:18]([CH2:21][C:22]2[C:31]3[C:26](=[CH:27][C:28]([Br:32])=[CH:29][CH:30]=3)[CH:25]=[CH:24][C:23]=2[O:33][CH3:34])[C:17]2[CH:35]=[CH:36][CH:37]=[CH:38][C:16]=2[NH:15][CH2:14]1)[CH3:10])[CH3:8])([CH3:4])([CH3:3])[CH3:2].[C:41]([O-:44])([O-])=[O:42].[Cs+].[Cs+].[C:47](Cl)(=[O:57])[C:48]1[CH:56]=[CH:55][CH:54]=[C:50]([C:51](Cl)=[O:52])[CH:49]=1. Product: [Br:32][C:28]1[CH:27]=[C:26]2[C:31](=[CH:30][CH:29]=1)[C:22]([CH2:21][N:18]1[C:17]3[CH:35]=[CH:36][CH:37]=[CH:38][C:16]=3[N:15]([C:47](=[O:57])[C:48]3[CH:56]=[CH:55][CH:54]=[C:50]([C:51]([N:15]4[C:16]5[CH:38]=[CH:37][CH:36]=[CH:35][C:17]=5[N:18]([CH2:21][C:22]5[C:31]6[C:26](=[CH:27][C:28]([Br:32])=[CH:29][CH:30]=6)[CH:25]=[CH:24][C:23]=5[O:33][CH3:34])[C:19](=[O:20])[C@@H:13]([NH:12][C:11](=[O:39])[C@@H:9]([N:7]([C:41]([O:44][C:1]([CH3:4])([CH3:3])[CH3:2])=[O:42])[CH3:6])[CH3:10])[CH2:14]4)=[O:52])[CH:49]=3)[CH2:14][C@H:13]([NH:12][C:11](=[O:39])[C@@H:9]([N:7]([CH3:8])[C:6](=[O:40])[O:5][C:1]([CH3:2])([CH3:3])[CH3:4])[CH3:10])[C:19]1=[O:20])=[C:23]([O:33][CH3:34])[CH:24]=[CH:25]2. The catalyst class is: 1. (3) Reactant: [C:1]([C:3]1[CH:19]=[CH:18][C:6]([O:7][C:8]2[CH:9]=[CH:10][C:11]3[B:15]([OH:16])[O:14][CH2:13][C:12]=3[CH:17]=2)=[CH:5][CH:4]=1)#[N:2].[N-]=[N+]=[N-].[Na+].[Cl-].[NH4+].[OH2:26]. Product: [OH:16][B:15]1[C:11]2[CH:10]=[CH:9][C:8]([O:7][C:6]3[CH:18]=[CH:19][C:3]([C:1]([N:2]4[CH2:17][CH2:8][O:7][CH2:6][CH2:5]4)=[O:26])=[CH:4][CH:5]=3)=[CH:17][C:12]=2[CH2:13][O:14]1. The catalyst class is: 9. (4) Reactant: [C:1]1([C@H:7]([O:9][C:10](=[O:26])[NH:11][C:12]2[C:13]([CH3:25])=[N:14][O:15][C:16]=2[C:17]2[CH:22]=[CH:21][C:20]([CH2:23]Cl)=[CH:19][CH:18]=2)[CH3:8])[CH:6]=[CH:5][CH:4]=[CH:3][CH:2]=1.[C:27]([O-:30])(=[O:29])[CH3:28].[K+].[I-].[Na+]. Product: [C:27]([O:30][CH2:23][C:20]1[CH:21]=[CH:22][C:17]([C:16]2[O:15][N:14]=[C:13]([CH3:25])[C:12]=2[NH:11][C:10]([O:9][C@@H:7]([C:1]2[CH:6]=[CH:5][CH:4]=[CH:3][CH:2]=2)[CH3:8])=[O:26])=[CH:18][CH:19]=1)(=[O:29])[CH3:28]. The catalyst class is: 80. (5) Reactant: B(Br)(Br)Br.[OH:5][C:6]1[CH:15]=[C:14]2[C:9]([N:10]=[C:11]([C:24]3[CH:29]=[CH:28][C:27]([O:30]C)=[CH:26][CH:25]=3)[C:12]([C:16]3[CH:21]=[CH:20][C:19]([O:22]C)=[CH:18][CH:17]=3)=[N:13]2)=[CH:8][C:7]=1[C:32]([OH:34])=[O:33]. Product: [OH:5][C:6]1[CH:15]=[C:14]2[C:9]([N:10]=[C:11]([C:24]3[CH:29]=[CH:28][C:27]([OH:30])=[CH:26][CH:25]=3)[C:12]([C:16]3[CH:21]=[CH:20][C:19]([OH:22])=[CH:18][CH:17]=3)=[N:13]2)=[CH:8][C:7]=1[C:32]([OH:34])=[O:33]. The catalyst class is: 2. (6) Reactant: [NH2:1][C:2]1[CH:10]=[CH:9][CH:8]=[C:7]2[C:3]=1[CH:4]=[CH:5][NH:6]2.Cl[C:12](Cl)([O:14]C(=O)OC(Cl)(Cl)Cl)Cl. Product: [N:1]([C:2]1[CH:10]=[CH:9][CH:8]=[C:7]2[C:3]=1[CH:4]=[CH:5][NH:6]2)=[C:12]=[O:14]. The catalyst class is: 11. (7) Reactant: [OH-].[NH4+:2].[CH3:3][CH:4]([CH3:20])[CH2:5][N:6]1[C:18]2[C:17]3[N:16]=[CH:15][CH:14]=[CH:13][C:12]=3[N+:11]([O-])=[CH:10][C:9]=2[N:8]=[CH:7]1.C1(S(Cl)(=O)=O)C=CC=CC=1.[OH-].[Na+]. Product: [CH3:3][CH:4]([CH3:20])[CH2:5][N:6]1[C:18]2[C:17]3[N:16]=[CH:15][CH:14]=[CH:13][C:12]=3[N:11]=[C:10]([NH2:2])[C:9]=2[N:8]=[CH:7]1. The catalyst class is: 24. (8) Reactant: Cl[C:2]1[CH:7]=[C:6]([Cl:8])[N:5]=[CH:4][N:3]=1.[CH3:9][C:10]([NH2:13])([CH3:12])[CH3:11].CCN(C(C)C)C(C)C. Product: [C:10]([NH:13][C:2]1[CH:7]=[C:6]([Cl:8])[N:5]=[CH:4][N:3]=1)([CH3:12])([CH3:11])[CH3:9]. The catalyst class is: 41. (9) Reactant: [CH3:1][C:2]1[CH:11]=[C:10]([OH:12])[C:9]2[C:4](=[CH:5][C:6]([OH:13])=[CH:7][CH:8]=2)[N:3]=1.C(=O)([O-])[O-].[K+].[K+].Br[CH2:21][C:22]1[CH:29]=[CH:28][C:25]([C:26]#[N:27])=[CH:24][CH:23]=1.CCOC(C)=O.O. Product: [OH:12][C:10]1[C:9]2[C:4](=[CH:5][C:6]([O:13][CH2:21][C:22]3[CH:29]=[CH:28][C:25]([C:26]#[N:27])=[CH:24][CH:23]=3)=[CH:7][CH:8]=2)[N:3]=[C:2]([CH3:1])[CH:11]=1. The catalyst class is: 3.